From a dataset of Catalyst prediction with 721,799 reactions and 888 catalyst types from USPTO. Predict which catalyst facilitates the given reaction. (1) The catalyst class is: 82. Product: [Cl:6][C:7]1[CH:8]=[CH:9][C:10]([CH2:13][C:14]([OH:16])=[O:15])=[CH:11][C:12]=1[N+:1]([O-:4])=[O:2]. Reactant: [N+:1]([O-:4])([O-])=[O:2].[K+].[Cl:6][C:7]1[CH:12]=[CH:11][C:10]([CH2:13][C:14]([OH:16])=[O:15])=[CH:9][CH:8]=1. (2) Reactant: [CH2:1]([OH:13])[CH2:2][CH2:3][CH2:4][CH2:5][CH2:6][CH2:7][CH2:8][CH2:9][CH2:10][CH2:11][CH3:12].C(N(CC)CC)C.[Br:21][CH:22]([CH3:26])[C:23](Br)=[O:24]. Product: [Br:21][CH:22]([CH3:26])[C:23]([O:13][CH2:1][CH2:2][CH2:3][CH2:4][CH2:5][CH2:6][CH2:7][CH2:8][CH2:9][CH2:10][CH2:11][CH3:12])=[O:24]. The catalyst class is: 11. (3) Reactant: [O:1]=[C:2]1[O:6][CH2:5][C@:4]2([CH2:10][CH2:9][C@H:8]([C:11]3[CH:12]=[C:13]4[C:18](=[CH:19][CH:20]=3)[CH2:17][C@H:16]([C:21](OC)=[O:22])[CH2:15][CH2:14]4)[CH2:7]2)[NH:3]1.[Cl-].[Ca+2].[Cl-].[BH4-].[Na+]. Product: [OH:22][CH2:21][C@@H:16]1[CH2:15][CH2:14][C:13]2[CH:12]=[C:11]([C@H:8]3[CH2:9][CH2:10][C@@:4]4([NH:3][C:2](=[O:1])[O:6][CH2:5]4)[CH2:7]3)[CH:20]=[CH:19][C:18]=2[CH2:17]1. The catalyst class is: 242. (4) Reactant: [CH3:1][C:2]1([CH3:16])[CH2:7][CH:6]([OH:8])[CH2:5][C:4]([CH3:10])([CH3:9])[N:3]1[CH2:11][C:12]([F:15])([F:14])[F:13].C(Cl)Cl. Product: [CH3:1][C:2]1([CH3:16])[CH2:7][C:6](=[O:8])[CH2:5][C:4]([CH3:9])([CH3:10])[N:3]1[CH2:11][C:12]([F:14])([F:15])[F:13]. The catalyst class is: 250. (5) Reactant: [Li+].[OH-].[C:3]([O:7][C:8]([N:10]([CH2:14][C:15]1[CH:20]=[CH:19][C:18]([NH:21][C:22]2[N:27]=[C:26]([CH2:28][CH2:29][C:30]3[CH:35]=[CH:34][CH:33]=[CH:32][C:31]=3[CH2:36][C:37]([O:39]C)=[O:38])[C:25]([C:41]([F:44])([F:43])[F:42])=[CH:24][N:23]=2)=[CH:17][CH:16]=1)[CH2:11][CH2:12][OH:13])=[O:9])([CH3:6])([CH3:5])[CH3:4]. Product: [C:3]([O:7][C:8]([N:10]([CH2:14][C:15]1[CH:20]=[CH:19][C:18]([NH:21][C:22]2[N:27]=[C:26]([CH2:28][CH2:29][C:30]3[CH:35]=[CH:34][CH:33]=[CH:32][C:31]=3[CH2:36][C:37]([OH:39])=[O:38])[C:25]([C:41]([F:43])([F:44])[F:42])=[CH:24][N:23]=2)=[CH:17][CH:16]=1)[CH2:11][CH2:12][OH:13])=[O:9])([CH3:6])([CH3:4])[CH3:5]. The catalyst class is: 87. (6) Reactant: Cl[C:2]1[CH:3]=[C:4]2[C:9](=[CH:10][CH:11]=1)[C:8]([N:12]1[CH2:17][CH2:16][N:15]3[C:18]([C:21]([F:24])([F:23])[F:22])=[N:19][N:20]=[C:14]3[CH2:13]1)=[N:7][N:6]=[CH:5]2.[CH:25]1([NH:28][C:29](=[O:46])[C:30]2[CH:35]=[CH:34][C:33]([CH3:36])=[C:32](B3OC(C)(C)C(C)(C)O3)[CH:31]=2)[CH2:27][CH2:26]1.C1(P(C2CCCCC2)C2C=CC=CC=2C2C=CC=CC=2C)CCCCC1.C(=O)([O-])[O-].[K+].[K+]. Product: [CH:25]1([NH:28][C:29](=[O:46])[C:30]2[CH:35]=[CH:34][C:33]([CH3:36])=[C:32]([C:2]3[CH:3]=[C:4]4[C:9](=[CH:10][CH:11]=3)[C:8]([N:12]3[CH2:17][CH2:16][N:15]5[C:18]([C:21]([F:22])([F:24])[F:23])=[N:19][N:20]=[C:14]5[CH2:13]3)=[N:7][N:6]=[CH:5]4)[CH:31]=2)[CH2:26][CH2:27]1. The catalyst class is: 488. (7) Reactant: [CH:1]1(P([CH:1]2[CH2:6][CH2:5][CH2:4][CH2:3][CH2:2]2)C2C=CC=CC=2C2C(OC)=CC=CC=2OC)[CH2:6][CH2:5][CH2:4][CH2:3][CH2:2]1.[CH2:30]([O:37][C:38]1[CH:39]=[CH:40][C:41]2[C:42]3[N:50]=[C:49](Br)[CH:48]=[C:47]([C:52]([O:54][CH3:55])=[O:53])[C:43]=3[NH:44][C:45]=2[CH:46]=1)[C:31]1[CH:36]=[CH:35][CH:34]=[CH:33][CH:32]=1.C1(B(O)O)C=CC=CC=1.[O-]P([O-])([O-])=O.[K+].[K+].[K+]. Product: [CH2:30]([O:37][C:38]1[CH:39]=[CH:40][C:41]2[C:42]3[N:50]=[C:49]([C:1]4[CH:6]=[CH:5][CH:4]=[CH:3][CH:2]=4)[CH:48]=[C:47]([C:52]([O:54][CH3:55])=[O:53])[C:43]=3[NH:44][C:45]=2[CH:46]=1)[C:31]1[CH:36]=[CH:35][CH:34]=[CH:33][CH:32]=1. The catalyst class is: 318.